From a dataset of Catalyst prediction with 721,799 reactions and 888 catalyst types from USPTO. Predict which catalyst facilitates the given reaction. (1) Reactant: C([O:3][C:4](=[O:13])[C:5]1[CH:10]=[CH:9][C:8]([NH2:11])=[N:7][C:6]=1[NH2:12])C.[OH-].[Na+]. Product: [NH2:12][C:6]1[N:7]=[C:8]([NH2:11])[CH:9]=[CH:10][C:5]=1[C:4]([OH:13])=[O:3]. The catalyst class is: 8. (2) Reactant: [Cl:1][C:2]1[CH:3]=[C:4]([CH:36]=[CH:37][CH:38]=1)[CH2:5][NH:6][C:7]([C:9]1[N:10]([CH2:30][CH:31](OC)OC)[CH:11]=[C:12]([C:24]2[CH:29]=[CH:28][CH:27]=[CH:26][CH:25]=2)[C:13](=[O:23])[C:14]=1[O:15]CC1C=CC=CC=1)=[O:8].Cl. Product: [ClH:1].[Cl:1][C:2]1[CH:3]=[C:4]([CH:36]=[CH:37][CH:38]=1)[CH2:5][N:6]1[CH:31]=[CH:30][N:10]2[CH:11]=[C:12]([C:24]3[CH:25]=[CH:26][CH:27]=[CH:28][CH:29]=3)[C:13](=[O:23])[C:14]([OH:15])=[C:9]2[C:7]1=[O:8]. The catalyst class is: 15. (3) Reactant: [NH2:1][C:2]1[C:11]2[C:6](=[CH:7][CH:8]=[CH:9][CH:10]=2)[N:5]=[C:4]([CH3:12])[CH:3]=1.[H-].[Na+].[Cl:15][C:16]1[CH:21]=[C:20](Cl)[N:19]=[CH:18][N:17]=1. Product: [Cl:15][C:16]1[N:17]=[CH:18][N:19]=[C:20]([NH:1][C:2]2[C:11]3[C:6](=[CH:7][CH:8]=[CH:9][CH:10]=3)[N:5]=[C:4]([CH3:12])[CH:3]=2)[CH:21]=1. The catalyst class is: 3. (4) Reactant: [C:1]1([S:11]([CH2:14][C:15]2[CH:16]=[C:17]([CH:22]=[CH:23][C:24]=2[N+:25]([O-:27])=[O:26])[O:18][CH2:19][CH2:20][OH:21])(=[O:13])=[O:12])[C:10]2[C:5](=[CH:6][CH:7]=[CH:8][CH:9]=2)[CH:4]=[CH:3][CH:2]=1.[C:28]1([CH3:38])[CH:33]=[CH:32][C:31]([S:34](Cl)(=[O:36])=[O:35])=[CH:30][CH:29]=1.C(N(CC)CC)C. Product: [C:1]1([S:11]([CH2:14][C:15]2[CH:16]=[C:17]([CH:22]=[CH:23][C:24]=2[N+:25]([O-:27])=[O:26])[O:18][CH2:19][CH2:20][O:21][S:34]([C:31]2[CH:32]=[CH:33][C:28]([CH3:38])=[CH:29][CH:30]=2)(=[O:36])=[O:35])(=[O:12])=[O:13])[C:10]2[C:5](=[CH:6][CH:7]=[CH:8][CH:9]=2)[CH:4]=[CH:3][CH:2]=1. The catalyst class is: 2.